From a dataset of Full USPTO retrosynthesis dataset with 1.9M reactions from patents (1976-2016). Predict the reactants needed to synthesize the given product. Given the product [CH:1]1([CH2:6][C@@H:7]([C:19]([NH:21][NH:22][C:23]2[C:28]([F:29])=[C:27]([N:30]3[CH2:31][CH2:32][N:33]([CH3:36])[CH2:34][CH2:35]3)[N:26]=[C:25]([S:37][CH3:38])[N:24]=2)=[O:20])[CH2:8][N:9]([OH:12])[CH:10]=[O:11])[CH2:5][CH2:4][CH2:3][CH2:2]1, predict the reactants needed to synthesize it. The reactants are: [CH:1]1([CH2:6][C@@H:7]([C:19]([NH:21][NH:22][C:23]2[C:28]([F:29])=[C:27]([N:30]3[CH2:35][CH2:34][N:33]([CH3:36])[CH2:32][CH2:31]3)[N:26]=[C:25]([S:37][CH3:38])[N:24]=2)=[O:20])[CH2:8][N:9]([O:12]C2CCCCO2)[CH:10]=[O:11])[CH2:5][CH2:4][CH2:3][CH2:2]1.